Dataset: Reaction yield outcomes from USPTO patents with 853,638 reactions. Task: Predict the reaction yield, written as a fraction of the theoretical maximum amount of product (1.0 means a 100% yield; for example, 0.34 means a 34% yield). (1) The reactants are [C:1]([C:5]1[CH:9]=[C:8]([NH2:10])[N:7]([C:11]2[CH:16]=[CH:15][CH:14]=[C:13]([C:17]([F:20])([F:19])[F:18])[CH:12]=2)[N:6]=1)([CH3:4])([CH3:3])[CH3:2].Cl[C:22]([O:24][C:25]1[CH:30]=[CH:29][CH:28]=[CH:27][CH:26]=1)=[O:23]. No catalyst specified. The product is [C:1]([C:5]1[CH:9]=[C:8]([NH:10][C:22](=[O:23])[O:24][C:25]2[CH:30]=[CH:29][CH:28]=[CH:27][CH:26]=2)[N:7]([C:11]2[CH:16]=[CH:15][CH:14]=[C:13]([C:17]([F:19])([F:20])[F:18])[CH:12]=2)[N:6]=1)([CH3:4])([CH3:2])[CH3:3]. The yield is 0.350. (2) The reactants are [H-].[Na+].[C:3](=[O:8])([O:6][CH3:7])OC.[Cl:9][C:10]1[CH:30]=[CH:29][C:13]([CH2:14][C:15]2[N:16]=[C:17]([C:23]3[CH:28]=[CH:27][N:26]=[CH:25][CH:24]=3)[S:18][C:19]=2[C:20](=[O:22])[CH3:21])=[CH:12][CH:11]=1.[CH2:31]1COCC1. The product is [Cl:9][C:10]1[CH:11]=[CH:12][C:13]([CH2:14][C:15]2[N:16]=[C:17]([C:23]3[CH:28]=[CH:27][N:26]=[CH:25][CH:24]=3)[S:18][C:19]=2[C:20](=[O:22])[CH2:21][C:3]([O:6][CH2:7][CH3:31])=[O:8])=[CH:29][CH:30]=1. The yield is 0.250. No catalyst specified. (3) The reactants are [C:1]([O:5][C:6]([N:8]1[CH2:13][CH2:12][N:11]([C:14]2[CH:19]=[N:18][C:17]([NH2:20])=[C:16]([C:21]([OH:23])=[O:22])[N:15]=2)[CH2:10][CH2:9]1)=[O:7])([CH3:4])([CH3:3])[CH3:2].[CH3:24][Si](C=[N+]=[N-])(C)C. The catalyst is C1C=CC=CC=1.CO. The product is [CH3:24][O:22][C:21]([C:16]1[N:15]=[C:14]([N:11]2[CH2:10][CH2:9][N:8]([C:6]([O:5][C:1]([CH3:4])([CH3:2])[CH3:3])=[O:7])[CH2:13][CH2:12]2)[CH:19]=[N:18][C:17]=1[NH2:20])=[O:23]. The yield is 0.960.